This data is from Full USPTO retrosynthesis dataset with 1.9M reactions from patents (1976-2016). The task is: Predict the reactants needed to synthesize the given product. (1) Given the product [CH3:1][O:2][C:3]1[N:8]=[C:7]([O:9][CH3:10])[C:6]([C:11]([OH:14])=[O:12])=[CH:5][N:4]=1, predict the reactants needed to synthesize it. The reactants are: [CH3:1][O:2][C:3]1[N:8]=[C:7]([O:9][CH3:10])[C:6]([CH:11]=[O:12])=[CH:5][N:4]=1.Cl([O-])=[O:14].[Na+].O.P([O-])(O)(O)=O.[Na+].O. (2) Given the product [C:2]1([CH:8]([CH:10]2[CH2:14][CH2:13][CH2:12][O:11]2)[NH:9][C:16]([NH2:17])=[O:15])[CH:3]=[CH:4][CH:5]=[CH:6][CH:7]=1, predict the reactants needed to synthesize it. The reactants are: Cl.[C:2]1([CH:8]([CH:10]2[CH2:14][CH2:13][CH2:12][O:11]2)[NH2:9])[CH:7]=[CH:6][CH:5]=[CH:4][CH:3]=1.[O-:15][C:16]#[N:17].[K+].Cl.C([O-])(O)=O.[Na+]. (3) The reactants are: Br[CH2:2][CH2:3][CH2:4][CH2:5][N:6]1[C:10](=[O:11])[CH:9]2[CH2:12][CH2:13][CH2:14][N:8]2[C:7]1=[O:15].[CH3:16][C@@H:17]1[NH:22][CH2:21][CH2:20][N:19]([C:23]2[C:32]3[C:27](=[CH:28][CH:29]=[CH:30][CH:31]=3)[C:26]([N+:33]([O-:35])=[O:34])=[CH:25][CH:24]=2)[CH2:18]1. Given the product [CH3:16][C@H:17]1[CH2:18][N:19]([C:23]2[C:32]3[C:27](=[CH:28][CH:29]=[CH:30][CH:31]=3)[C:26]([N+:33]([O-:35])=[O:34])=[CH:25][CH:24]=2)[CH2:20][CH2:21][N:22]1[CH2:2][CH2:3][CH2:4][CH2:5][N:6]1[C:10](=[O:11])[CH:9]2[CH2:12][CH2:13][CH2:14][N:8]2[C:7]1=[O:15], predict the reactants needed to synthesize it. (4) Given the product [ClH:37].[ClH:37].[CH3:1][N:2]([CH2:4][C:5]1[C:13]2[O:12][N:11]=[C:10]([CH2:14][CH2:15][CH:16]3[CH2:17][CH2:18][N:19]([CH2:22][C:23]4[CH:28]=[CH:27][CH:26]=[C:25]([CH:29]5[CH2:30][CH2:31]5)[N:24]=4)[CH2:20][CH2:21]3)[C:9]=2[CH:8]=[CH:7][C:6]=1[O:32][CH2:33][CH:34]1[CH2:35][CH2:36]1)[CH3:3], predict the reactants needed to synthesize it. The reactants are: [CH3:1][N:2]([CH2:4][C:5]1[C:13]2[O:12][N:11]=[C:10]([CH2:14][CH2:15][CH:16]3[CH2:21][CH2:20][N:19]([CH2:22][C:23]4[CH:28]=[CH:27][CH:26]=[C:25]([CH:29]5[CH2:31][CH2:30]5)[N:24]=4)[CH2:18][CH2:17]3)[C:9]=2[CH:8]=[CH:7][C:6]=1[O:32][CH2:33][CH:34]1[CH2:36][CH2:35]1)[CH3:3].[ClH:37].